From a dataset of Full USPTO retrosynthesis dataset with 1.9M reactions from patents (1976-2016). Predict the reactants needed to synthesize the given product. (1) Given the product [Cl:1][C:2]1[CH:28]=[CH:27][C:5]([CH2:6][N:7]2[C:15]3[C:10](=[CH:11][CH:12]=[CH:13][CH:14]=3)[CH:9]=[C:8]2[C:16]([N:18]2[CH2:23][CH2:22][CH:21]([C:24]([NH:41][C:45]3[CH:46]=[CH:47][CH:48]=[CH:49][CH:44]=3)=[O:25])[CH2:20][CH2:19]2)=[O:17])=[CH:4][CH:3]=1, predict the reactants needed to synthesize it. The reactants are: [Cl:1][C:2]1[CH:28]=[CH:27][C:5]([CH2:6][N:7]2[C:15]3[C:10](=[CH:11][CH:12]=[CH:13][CH:14]=3)[CH:9]=[C:8]2[C:16]([N:18]2[CH2:23][CH2:22][CH:21]([C:24](O)=[O:25])[CH2:20][CH2:19]2)=[O:17])=[CH:4][CH:3]=1.Cl.C(N=C=NCCCN(C)C)C.[N:41]1(O)[C:45]2[CH:46]=[CH:47][CH:48]=[CH:49][C:44]=2N=N1.C(N(C(C)C)C(C)C)C. (2) Given the product [CH3:27][C:23]1[N:22]=[C:21]([C:20]2[C:16]([C:10]3[C:9]4[C:14](=[CH:15][C:6]([C:4]([OH:5])=[O:3])=[CH:7][CH:8]=4)[N:13]=[CH:12][CH:11]=3)=[C:17]3[CH2:30][CH2:29][CH2:28][N:18]3[N:19]=2)[CH:26]=[CH:25][CH:24]=1, predict the reactants needed to synthesize it. The reactants are: C([O:3][C:4]([C:6]1[CH:15]=[C:14]2[C:9]([C:10]([C:16]3[C:20]([C:21]4[CH:26]=[CH:25][CH:24]=[C:23]([CH3:27])[N:22]=4)=[N:19][N:18]4[CH2:28][CH2:29][CH2:30][C:17]=34)=[CH:11][CH:12]=[N:13]2)=[CH:8][CH:7]=1)=[O:5])C.[OH-].[Li+]. (3) Given the product [Cl:21][C:18]1[CH:19]=[CH:20][C:15]([N:8]2[C:7](=[O:22])[C:6]3[C:11](=[C:2]4[CH:25]([CH3:26])[C:24](=[O:27])[NH:23][C:3]4=[CH:4][CH:5]=3)[N:10]=[C:9]2[CH:12]([CH3:14])[CH3:13])=[CH:16][CH:17]=1, predict the reactants needed to synthesize it. The reactants are: Br[C:2]1[C:3]([NH:23][C:24](=[O:27])[CH:25]=[CH2:26])=[CH:4][CH:5]=[C:6]2[C:11]=1[N:10]=[C:9]([CH:12]([CH3:14])[CH3:13])[N:8]([C:15]1[CH:20]=[CH:19][C:18]([Cl:21])=[CH:17][CH:16]=1)[C:7]2=[O:22].C(N(CC)CC)C. (4) Given the product [NH2:54][C@H:41]1[C@H:42]([OH:46])[C@@H:43]([CH3:45])[CH2:44][N:39]([C:38]2[CH:37]=[CH:36][N:35]=[CH:34][C:33]=2[NH:32][C:29]([C:13]2[C:12]([NH:11][C:9](=[O:10])[O:8][CH2:1][C:2]3[CH:3]=[CH:4][CH:5]=[CH:6][CH:7]=3)=[CH:21][C:20]3[C:15](=[CH:16][C:17]([N:22]4[CH2:27][CH2:26][O:25][CH2:24][C:23]4=[O:28])=[CH:18][CH:19]=3)[N:14]=2)=[O:31])[CH2:40]1, predict the reactants needed to synthesize it. The reactants are: [CH2:1]([O:8][C:9]([NH:11][C:12]1[C:13]([C:29]([OH:31])=O)=[N:14][C:15]2[C:20]([CH:21]=1)=[CH:19][CH:18]=[C:17]([N:22]1[CH2:27][CH2:26][O:25][CH2:24][C:23]1=[O:28])[CH:16]=2)=[O:10])[C:2]1[CH:7]=[CH:6][CH:5]=[CH:4][CH:3]=1.[NH2:32][C:33]1[CH:34]=[N:35][CH:36]=[CH:37][C:38]=1[N:39]1[CH2:44][C@H:43]([CH3:45])[C@@H:42]([O:46][Si](C(C)(C)C)(C)C)[C@H:41]([NH:54]C(=O)OC(C)(C)C)[CH2:40]1.CN(C(ON1N=NC2C=CC=NC1=2)=[N+](C)C)C.F[P-](F)(F)(F)(F)F.CCN(C(C)C)C(C)C. (5) Given the product [Cl:7][C:8]1[C:9]([O:16][C:17]2[CH:22]=[CH:21][C:20]([C:23]3[N:28]([CH3:29])[C:27](=[O:30])[N:26]([CH2:31][O:32][CH2:33][CH2:34][Si:35]([CH3:38])([CH3:37])[CH3:36])[C:25](=[O:39])[C:24]=3[CH3:40])=[C:19]([CH3:41])[CH:18]=2)=[N:10][CH:11]=[C:12]([F:14])[CH:13]=1, predict the reactants needed to synthesize it. The reactants are: C(=O)([O-])[O-].[Cs+].[Cs+].[Cl:7][C:8]1[C:9](F)=[N:10][CH:11]=[C:12]([F:14])[CH:13]=1.[OH:16][C:17]1[CH:22]=[CH:21][C:20]([C:23]2[N:28]([CH3:29])[C:27](=[O:30])[N:26]([CH2:31][O:32][CH2:33][CH2:34][Si:35]([CH3:38])([CH3:37])[CH3:36])[C:25](=[O:39])[C:24]=2[CH3:40])=[C:19]([CH3:41])[CH:18]=1.O.